From a dataset of Reaction yield outcomes from USPTO patents with 853,638 reactions. Predict the reaction yield, written as a fraction of the theoretical maximum amount of product (1.0 means a 100% yield; for example, 0.34 means a 34% yield). (1) The reactants are O[CH:2]=[C:3]1[C:11]2[C:6](=[CH:7][C:8]([C:12]([C:14]3[CH:15]=[C:16]([NH:20][C:21]([C:23]4[CH:24]=[N:25][N:26]([CH3:29])[C:27]=4[CH3:28])=[O:22])[CH:17]=[CH:18][CH:19]=3)=[O:13])=[CH:9][CH:10]=2)[NH:5][C:4]1=[O:30].[CH3:31][N:32]1[CH2:37][CH2:36][N:35]([C:38]2[CH:43]=[CH:42][C:41]([NH2:44])=[CH:40][CH:39]=2)[CH2:34][CH2:33]1. The catalyst is C1COCC1. The product is [CH3:31][N:32]1[CH2:33][CH2:34][N:35]([C:38]2[CH:43]=[CH:42][C:41]([NH:44][CH:2]=[C:3]3[C:11]4[C:6](=[CH:7][C:8]([C:12]([C:14]5[CH:15]=[C:16]([NH:20][C:21]([C:23]6[CH:24]=[N:25][N:26]([CH3:29])[C:27]=6[CH3:28])=[O:22])[CH:17]=[CH:18][CH:19]=5)=[O:13])=[CH:9][CH:10]=4)[NH:5][C:4]3=[O:30])=[CH:40][CH:39]=2)[CH2:36][CH2:37]1. The yield is 0.110. (2) The reactants are [C:1](Cl)(=[O:8])[C:2]1[CH:7]=[CH:6][CH:5]=[CH:4][CH:3]=1.[O:10]1CCCC1.[Br:15][C:16]([F:26])([F:25])[C:17]([F:24])([F:23])[CH2:18][CH2:19][CH2:20][CH2:21]O.C(N(CC)CC)C. The catalyst is O. The product is [C:1]([OH:8])(=[O:10])[C:2]1[CH:7]=[CH:6][CH:5]=[CH:4][CH:3]=1.[Br:15][C:16]([F:25])([F:26])[C:17]([F:23])([F:24])[CH2:18][CH2:19][CH2:20][CH3:21]. The yield is 0.820. (3) The reactants are [Br:1][C:2]1[C:3]([CH3:11])=[C:4]([Cl:10])[C:5]([CH2:8][OH:9])=[N:6][CH:7]=1.CC(OI1(OC(C)=O)(OC(C)=O)OC(=O)C2C=CC=CC1=2)=O. The catalyst is ClCCl. The product is [Br:1][C:2]1[C:3]([CH3:11])=[C:4]([Cl:10])[C:5]([CH:8]=[O:9])=[N:6][CH:7]=1. The yield is 0.890. (4) The reactants are [Cl:1][C:2]1[C:7](Cl)=[N:6][CH:5]=[CH:4][N:3]=1.[NH2:9][NH2:10]. The catalyst is C(O)C. The product is [Cl:1][C:2]1[C:7]([NH:9][NH2:10])=[N:6][CH:5]=[CH:4][N:3]=1. The yield is 0.590. (5) The reactants are CO.[Li+].[BH4-].C([O:7][C:8]([C:10]1[CH:11]=[C:12]2[CH2:17][CH2:16][CH2:15][N:13]2[N:14]=1)=O)C. The catalyst is C1COCC1. The product is [N:14]1[N:13]2[CH2:15][CH2:16][CH2:17][C:12]2=[CH:11][C:10]=1[CH2:8][OH:7]. The yield is 0.780.